Predict which catalyst facilitates the given reaction. From a dataset of Catalyst prediction with 721,799 reactions and 888 catalyst types from USPTO. Reactant: [CH3:1][CH:2]([NH:4][C:5]([CH:7]=[CH2:8])=[O:6])[CH3:3].[C:9]([O:14][CH2:15][CH2:16][CH2:17][CH2:18][CH2:19][CH2:20][CH2:21][CH2:22][CH2:23][CH2:24][CH2:25][CH2:26][CH3:27])(=[O:13])[C:10]([CH3:12])=[CH2:11].N(C(C)(CC)C#N)=NC(C)(CC)C#N. Product: [CH3:1][CH:2]([NH:4][C:5]([CH:7]=[CH2:8])=[O:6])[CH3:3].[C:9]([O:14][CH2:15][CH2:16][CH2:17][CH2:18][CH2:19][CH2:20][CH2:21][CH2:22][CH2:23][CH2:24][CH2:25][CH2:26][CH3:27])(=[O:13])[C:10]([CH3:12])=[CH2:11]. The catalyst class is: 13.